Task: Predict the product of the given reaction.. Dataset: Forward reaction prediction with 1.9M reactions from USPTO patents (1976-2016) (1) Given the reactants Br[C:2]1[CH:7]=[CH:6][C:5]([Br:8])=[CH:4][CH:3]=1.[Li]CCCC.[CH3:14][C:15]([CH3:17])=[O:16], predict the reaction product. The product is: [Br:8][C:5]1[CH:6]=[CH:7][C:2]([C:15]([OH:16])([CH3:17])[CH3:14])=[CH:3][CH:4]=1. (2) The product is: [P:1]([O-:5])([O-:4])([O-:3])=[O:2].[Ca+2:7].[P:11]([O-:14])([O-:13])([O-:12])=[O:10].[Ca+2:7].[Ca+2:7]. Given the reactants [P:1](=[O:5])([OH:4])([OH:3])[OH:2].[OH-].[Ca+2:7].[OH-].[OH-].[O-:10][P:11]([O-:14])([O-:13])=[O:12].[O-:10][P:11]([O-:14])([O-:13])=[O:12].[O-:10][P:11]([O-:14])([O-:13])=[O:12].[Ca+2].[Ca+2].[Ca+2].[Ca+2].[Ca+2].C(O)COCCOCCO, predict the reaction product. (3) Given the reactants I.[Cl:2][C:3]1[C:4]2[C:5]3[C:6](=[C:20]([CH3:23])[O:21][N:22]=3)[C:7](=[O:19])[N:8]([CH:13]3[CH2:18][CH2:17][CH2:16][NH:15][CH2:14]3)[C:9]=2[CH:10]=[CH:11][CH:12]=1.[OH:24][C@H:25]([C:30]1[CH:35]=[CH:34][CH:33]=[CH:32][CH:31]=1)[CH2:26][C:27](O)=[O:28].Cl.CN(C)CCCN=C=NCC.ON1C2N=CC=CC=2N=N1.C(N(CC)CC)C, predict the reaction product. The product is: [Cl:2][C:3]1[C:4]2[C:5]3[C:6](=[C:20]([CH3:23])[O:21][N:22]=3)[C:7](=[O:19])[N:8]([CH:13]3[CH2:18][CH2:17][CH2:16][N:15]([C:27](=[O:28])[CH2:26][CH:25]([OH:24])[C:30]4[CH:31]=[CH:32][CH:33]=[CH:34][CH:35]=4)[CH2:14]3)[C:9]=2[CH:10]=[CH:11][CH:12]=1. (4) Given the reactants [NH2:1][CH:2]1[CH2:11][C:10]2[C:5](=[CH:6][CH:7]=[C:8]([O:12][C:13]3[CH:18]=[CH:17][CH:16]=[C:15]([C:19]([F:22])([F:21])[F:20])[CH:14]=3)[CH:9]=2)[N:4]2[C:23](=[O:26])[NH:24][N:25]=[C:3]12.[ClH:27], predict the reaction product. The product is: [ClH:27].[NH2:1][CH:2]1[CH2:11][C:10]2[C:5](=[CH:6][CH:7]=[C:8]([O:12][C:13]3[CH:18]=[CH:17][CH:16]=[C:15]([C:19]([F:21])([F:22])[F:20])[CH:14]=3)[CH:9]=2)[N:4]2[C:23](=[O:26])[NH:24][N:25]=[C:3]12.